From a dataset of Catalyst prediction with 721,799 reactions and 888 catalyst types from USPTO. Predict which catalyst facilitates the given reaction. (1) Reactant: [CH3:1][C:2]1[S:3][CH:4]=[C:5]([C:7](Cl)=[O:8])[N:6]=1.[C:10]1([S:16]([N:19]2[C:27]3[CH:26]=[C:25]([Sn:28]([CH3:31])([CH3:30])[CH3:29])[CH:24]=[C:23]([NH2:32])[C:22]=3[CH:21]=[N:20]2)(=[O:18])=[O:17])[CH:15]=[CH:14][CH:13]=[CH:12][CH:11]=1.C(=O)(O)[O-].[Na+]. Product: [CH3:1][C:2]1[S:3][CH:4]=[C:5]([C:7]([NH:32][C:23]2[CH:24]=[C:25]([Sn:28]([CH3:31])([CH3:30])[CH3:29])[CH:26]=[C:27]3[C:22]=2[CH:21]=[N:20][N:19]3[S:16]([C:10]2[CH:15]=[CH:14][CH:13]=[CH:12][CH:11]=2)(=[O:18])=[O:17])=[O:8])[N:6]=1. The catalyst class is: 202. (2) Reactant: [OH:1][C:2]1[CH:10]=[CH:9][C:5]([C:6]([OH:8])=[O:7])=[CH:4][CH:3]=1.O.[C:12](OC(=O)C)(=[O:14])[CH3:13]. Product: [C:12]([O:1][C:2]1[CH:10]=[CH:9][C:5]([C:6]([OH:8])=[O:7])=[CH:4][CH:3]=1)(=[O:14])[CH3:13]. The catalyst class is: 65.